Dataset: Full USPTO retrosynthesis dataset with 1.9M reactions from patents (1976-2016). Task: Predict the reactants needed to synthesize the given product. (1) Given the product [N:52]1([CH:56]2[CH2:61][CH2:60][N:59]([C:8]([NH:9][C:19]3[CH:24]=[C:23]([O:25][C:26]4[CH:31]=[CH:30][C:29]([NH:32][C:33]([C:35]5([C:38]([NH:39][C:40]6[CH:41]=[CH:42][C:43]([F:46])=[CH:44][CH:45]=6)=[O:47])[CH2:37][CH2:36]5)=[O:34])=[CH:28][C:27]=4[F:48])[CH:22]=[CH:21][N:20]=3)=[O:7])[CH2:58][CH2:57]2)[CH2:55][CH2:54][CH2:53]1, predict the reactants needed to synthesize it. The reactants are: C1([O:7][C:8](=O)[N:9]([C:19]2[CH:24]=[C:23]([O:25][C:26]3[CH:31]=[CH:30][C:29]([NH:32][C:33]([C:35]4([C:38](=[O:47])[NH:39][C:40]5[CH:45]=[CH:44][C:43]([F:46])=[CH:42][CH:41]=5)[CH2:37][CH2:36]4)=[O:34])=[CH:28][C:27]=3[F:48])[CH:22]=[CH:21][N:20]=2)C(OC2C=CC=CC=2)=O)C=CC=CC=1.Cl.Cl.[N:52]1([CH:56]2[CH2:61][CH2:60][NH:59][CH2:58][CH2:57]2)[CH2:55][CH2:54][CH2:53]1.C(N(CC)CC)C. (2) Given the product [Cl:23][C:10]1[CH:11]=[C:12]([CH:21]=[CH:22][C:9]=1[O:8][CH2:25][CH2:26][CH:27]1[CH2:32][CH2:31][CH2:30][CH2:29][CH2:28]1)[CH2:13][N:14]1[CH2:18][C@@H:17]([CH3:19])[O:16][C:15]1=[O:20], predict the reactants needed to synthesize it. The reactants are: [Si]([O:8][C:9]1[CH:22]=[CH:21][C:12]([CH2:13][N:14]2[CH2:18][C@@H:17]([CH3:19])[O:16][C:15]2=[O:20])=[CH:11][C:10]=1[Cl:23])(C(C)(C)C)(C)C.Br[CH2:25][CH2:26][CH:27]1[CH2:32][CH2:31][CH2:30][CH2:29][CH2:28]1. (3) Given the product [F:1][C:2]1[CH:3]=[C:4]2[C:8](=[CH:9][CH:10]=1)[NH:7][CH:6]=[C:5]2[CH:13]1[CH2:12][C:11](=[O:17])[NH:15][C:14]1=[O:16], predict the reactants needed to synthesize it. The reactants are: [F:1][C:2]1[CH:3]=[C:4]2[C:8](=[CH:9][CH:10]=1)[NH:7][CH:6]=[CH:5]2.[C:11]1(=[O:17])[NH:15][C:14](=[O:16])[CH:13]=[CH:12]1. (4) Given the product [Br:1][C:2]1[CH:18]=[CH:17][C:5]2[C:6]([C:9]3[CH:16]=[CH:15][CH:14]=[CH:13][C:10]=3/[CH:11]=[N:27]/[CH:26]([C:23]3[CH:24]=[CH:25][C:20]([F:19])=[CH:21][CH:22]=3)[C:28]3[CH:29]=[CH:30][C:31]([F:34])=[CH:32][CH:33]=3)=[N:7][O:8][C:4]=2[CH:3]=1, predict the reactants needed to synthesize it. The reactants are: [Br:1][C:2]1[CH:18]=[CH:17][C:5]2[C:6]([C:9]3[CH:16]=[CH:15][CH:14]=[CH:13][C:10]=3[CH:11]=O)=[N:7][O:8][C:4]=2[CH:3]=1.[F:19][C:20]1[CH:25]=[CH:24][C:23]([CH:26]([C:28]2[CH:33]=[CH:32][C:31]([F:34])=[CH:30][CH:29]=2)[NH2:27])=[CH:22][CH:21]=1.S([O-])([O-])(=O)=O.[Mg+2]. (5) Given the product [CH2:35]([O:37][C:38](=[O:49])[C:39]1[CH:44]=[CH:43][C:42]([O:45][CH2:46][CH2:47][N:14]2[C:13](=[O:15])[CH2:12][CH2:11][CH:10]2[CH2:9][CH2:8][CH:7]([O:6][Si:5]([C:1]([CH3:3])([CH3:2])[CH3:4])([CH3:24])[CH3:23])[CH2:16][C:17]2[CH:22]=[CH:21][CH:20]=[CH:19][CH:18]=2)=[CH:41][CH:40]=1)[CH3:36], predict the reactants needed to synthesize it. The reactants are: [C:1]([Si:5]([CH3:24])([CH3:23])[O:6][CH:7]([CH2:16][C:17]1[CH:22]=[CH:21][CH:20]=[CH:19][CH:18]=1)[CH2:8][CH2:9][CH:10]1[NH:14][C:13](=[O:15])[CH2:12][CH2:11]1)([CH3:4])([CH3:3])[CH3:2].C[Si]([N-][Si](C)(C)C)(C)C.[Na+].[CH2:35]([O:37][C:38](=[O:49])[C:39]1[CH:44]=[CH:43][C:42]([O:45][CH2:46][CH2:47]Br)=[CH:41][CH:40]=1)[CH3:36]. (6) The reactants are: [BH4-].[Na+].[Cl:3][C:4]1[CH:5]=[C:6]2[C:14](=[O:15])[C:13]3[CH:16]=[C:17]([C:20](=[O:24])[CH:21]([F:23])[F:22])[CH:18]=[CH:19][C:12]=3[CH:11]=[CH:10][C:7]2=[N:8][CH:9]=1. Given the product [Cl:3][C:4]1[CH:5]=[C:6]2[CH:14]([OH:15])[C:13]3[CH:16]=[C:17]([CH:20]([OH:24])[CH:21]([F:22])[F:23])[CH:18]=[CH:19][C:12]=3[CH:11]=[CH:10][C:7]2=[N:8][CH:9]=1, predict the reactants needed to synthesize it.